This data is from Forward reaction prediction with 1.9M reactions from USPTO patents (1976-2016). The task is: Predict the product of the given reaction. Given the reactants [Cl:1][C:2]1[CH:3]=[CH:4][C:5]2[O:9][C:8]([C:10]3[CH:19]=[CH:18][C:17]4[C:12](=[CH:13][CH:14]=[C:15]([O:20]C)[CH:16]=4)[CH:11]=3)=[C:7]([C:22](=[O:27])[CH2:23][CH2:24][CH2:25][CH3:26])[C:6]=2[CH:28]=1.B(Br)(Br)Br.CO, predict the reaction product. The product is: [Cl:1][C:2]1[CH:3]=[CH:4][C:5]2[O:9][C:8]([C:10]3[CH:19]=[CH:18][C:17]4[C:12](=[CH:13][CH:14]=[C:15]([OH:20])[CH:16]=4)[CH:11]=3)=[C:7]([C:22](=[O:27])[CH2:23][CH2:24][CH2:25][CH3:26])[C:6]=2[CH:28]=1.